Dataset: Reaction yield outcomes from USPTO patents with 853,638 reactions. Task: Predict the reaction yield, written as a fraction of the theoretical maximum amount of product (1.0 means a 100% yield; for example, 0.34 means a 34% yield). (1) The reactants are [Cl:1][C:2]1[CH:3]=[CH:4][C:5]([CH2:8][O:9][C:10]2[CH:15]=[CH:14][N:13]([C:16]3[CH:17]=[CH:18][C:19]4[C:20]5[CH2:29][NH:28][CH2:27][CH2:26][C:21]=5[N:22]([CH3:25])[C:23]=4[CH:24]=3)[C:12](=[O:30])[CH:11]=2)=[N:6][CH:7]=1.[C:31]1(N)C(F)=C(F)C(F)=C(N)C=1F.[ClH:43].Cl. No catalyst specified. The product is [ClH:1].[ClH:43].[Cl:1][C:2]1[CH:3]=[CH:4][C:5]([CH2:8][O:9][C:10]2[CH:15]=[CH:14][N:13]([C:16]3[CH:17]=[CH:18][C:19]4[C:20]5[CH2:29][N:28]([CH3:31])[CH2:27][CH2:26][C:21]=5[N:22]([CH3:25])[C:23]=4[CH:24]=3)[C:12](=[O:30])[CH:11]=2)=[N:6][CH:7]=1. The yield is 0.640. (2) The reactants are [CH2:1]([O:8][N:9]1[C:15](=[O:16])[N:14]2[CH2:17][C@H:10]1[CH2:11][CH2:12][C@H:13]2[C:18]([OH:20])=O)[C:2]1[CH:7]=[CH:6][CH:5]=[CH:4][CH:3]=1.ClC(OCC(C)C)=O.C(N(CC)CC)C.[C:36]([NH:44][NH2:45])(=[O:43])[C:37]1[CH:42]=[CH:41][CH:40]=[N:39][CH:38]=1. The catalyst is C(Cl)Cl. The product is [CH2:1]([O:8][N:9]1[C:15](=[O:16])[N:14]2[CH2:17][C@H:10]1[CH2:11][CH2:12][C@H:13]2[C:18]([NH:45][NH:44][C:36]([C:37]1[CH:38]=[N:39][CH:40]=[CH:41][CH:42]=1)=[O:43])=[O:20])[C:2]1[CH:3]=[CH:4][CH:5]=[CH:6][CH:7]=1. The yield is 0.788. (3) The reactants are [OH:1][CH2:2][CH2:3][NH:4][C:5]1[N:10]=[CH:9][C:8]([CH:11]([CH3:15])[C:12]([OH:14])=O)=[CH:7][CH:6]=1.CCN(C(C)C)C(C)C.ON1C2C=CC=CC=2N=N1.CN(C(ON1N=NC2C=CC=CC1=2)=[N+](C)C)C.[B-](F)(F)(F)F.[CH3:57][CH:58]1[CH2:63][CH2:62][N:61]([C:64]2[C:69]([CH2:70][NH2:71])=[CH:68][CH:67]=[C:66]([C:72]([F:75])([F:74])[F:73])[N:65]=2)[CH2:60][CH2:59]1. The catalyst is O1CCCC1.CN(C=O)C. The product is [OH:1][CH2:2][CH2:3][NH:4][C:5]1[N:10]=[CH:9][C:8]([CH:11]([CH3:15])[C:12]([NH:71][CH2:70][C:69]2[C:64]([N:61]3[CH2:62][CH2:63][CH:58]([CH3:57])[CH2:59][CH2:60]3)=[N:65][C:66]([C:72]([F:75])([F:73])[F:74])=[CH:67][CH:68]=2)=[O:14])=[CH:7][CH:6]=1. The yield is 0.230. (4) The reactants are [NH2:1][C:2]1[C:3]([C:29]([O:31]CC)=O)=[N:4][C:5]([C:13]2[CH:18]=[CH:17][CH:16]=[C:15]([C:19]#[C:20][C@:21]3([OH:28])[CH2:25][CH2:24][N:23]([CH3:26])[C:22]3=[O:27])[CH:14]=2)=[N:6][C:7]=1[O:8][CH:9]1[CH2:12][O:11][CH2:10]1.[NH3:34]. No catalyst specified. The product is [NH2:1][C:2]1[C:3]([C:29]([NH2:34])=[O:31])=[N:4][C:5]([C:13]2[CH:18]=[CH:17][CH:16]=[C:15]([C:19]#[C:20][C@:21]3([OH:28])[CH2:25][CH2:24][N:23]([CH3:26])[C:22]3=[O:27])[CH:14]=2)=[N:6][C:7]=1[O:8][CH:9]1[CH2:10][O:11][CH2:12]1. The yield is 0.170. (5) The reactants are [F:1][C:2]1[CH:23]=[C:22]([C:24]#[C:25][CH2:26][OH:27])[CH:21]=[CH:20][C:3]=1[NH:4][C:5]1[C:6]([C:13]([NH:15][CH2:16][CH2:17][CH2:18][OH:19])=[O:14])=[CH:7][N:8]([CH3:12])[C:9](=[O:11])[CH:10]=1. The catalyst is CO.[Pd]. The product is [F:1][C:2]1[CH:23]=[C:22]([CH2:24][CH2:25][CH2:26][OH:27])[CH:21]=[CH:20][C:3]=1[NH:4][C:5]1[C:6]([C:13]([NH:15][CH2:16][CH2:17][CH2:18][OH:19])=[O:14])=[CH:7][N:8]([CH3:12])[C:9](=[O:11])[CH:10]=1. The yield is 0.920.